Dataset: NCI-60 drug combinations with 297,098 pairs across 59 cell lines. Task: Regression. Given two drug SMILES strings and cell line genomic features, predict the synergy score measuring deviation from expected non-interaction effect. (1) Drug 1: CC1=CC=C(C=C1)C2=CC(=NN2C3=CC=C(C=C3)S(=O)(=O)N)C(F)(F)F. Drug 2: CC12CCC3C(C1CCC2OP(=O)(O)O)CCC4=C3C=CC(=C4)OC(=O)N(CCCl)CCCl.[Na+]. Cell line: HOP-92. Synergy scores: CSS=-1.03, Synergy_ZIP=0.416, Synergy_Bliss=-0.470, Synergy_Loewe=-1.45, Synergy_HSA=-1.98. (2) Drug 1: CS(=O)(=O)C1=CC(=C(C=C1)C(=O)NC2=CC(=C(C=C2)Cl)C3=CC=CC=N3)Cl. Drug 2: C1=NNC2=C1C(=O)NC=N2. Cell line: MDA-MB-435. Synergy scores: CSS=-5.56, Synergy_ZIP=4.40, Synergy_Bliss=-0.958, Synergy_Loewe=-9.33, Synergy_HSA=-8.82. (3) Drug 1: CC1OCC2C(O1)C(C(C(O2)OC3C4COC(=O)C4C(C5=CC6=C(C=C35)OCO6)C7=CC(=C(C(=C7)OC)O)OC)O)O. Drug 2: CC=C1C(=O)NC(C(=O)OC2CC(=O)NC(C(=O)NC(CSSCCC=C2)C(=O)N1)C(C)C)C(C)C. Cell line: A549. Synergy scores: CSS=65.3, Synergy_ZIP=3.59, Synergy_Bliss=4.91, Synergy_Loewe=4.72, Synergy_HSA=6.33. (4) Drug 1: C1=CC=C(C(=C1)C(C2=CC=C(C=C2)Cl)C(Cl)Cl)Cl. Drug 2: C1=NC2=C(N=C(N=C2N1C3C(C(C(O3)CO)O)F)Cl)N. Cell line: SN12C. Synergy scores: CSS=30.9, Synergy_ZIP=-6.84, Synergy_Bliss=-2.70, Synergy_Loewe=-21.3, Synergy_HSA=-2.50. (5) Drug 1: CCCS(=O)(=O)NC1=C(C(=C(C=C1)F)C(=O)C2=CNC3=C2C=C(C=N3)C4=CC=C(C=C4)Cl)F. Drug 2: CCC1(CC2CC(C3=C(CCN(C2)C1)C4=CC=CC=C4N3)(C5=C(C=C6C(=C5)C78CCN9C7C(C=CC9)(C(C(C8N6C=O)(C(=O)OC)O)OC(=O)C)CC)OC)C(=O)OC)O.OS(=O)(=O)O. Cell line: OVCAR-4. Synergy scores: CSS=14.1, Synergy_ZIP=6.06, Synergy_Bliss=5.93, Synergy_Loewe=-10.7, Synergy_HSA=3.48. (6) Drug 1: C1CCC(C1)C(CC#N)N2C=C(C=N2)C3=C4C=CNC4=NC=N3. Drug 2: C1CNP(=O)(OC1)N(CCCl)CCCl. Cell line: SW-620. Synergy scores: CSS=1.27, Synergy_ZIP=-1.97, Synergy_Bliss=-7.58, Synergy_Loewe=-15.1, Synergy_HSA=-9.46. (7) Drug 1: C1CC(=O)NC(=O)C1N2CC3=C(C2=O)C=CC=C3N. Drug 2: CC1=C2C(C(=O)C3(C(CC4C(C3C(C(C2(C)C)(CC1OC(=O)C(C(C5=CC=CC=C5)NC(=O)OC(C)(C)C)O)O)OC(=O)C6=CC=CC=C6)(CO4)OC(=O)C)O)C)O. Cell line: SF-539. Synergy scores: CSS=31.1, Synergy_ZIP=-4.94, Synergy_Bliss=-5.94, Synergy_Loewe=-27.3, Synergy_HSA=-4.22.